Dataset: Catalyst prediction with 721,799 reactions and 888 catalyst types from USPTO. Task: Predict which catalyst facilitates the given reaction. (1) The catalyst class is: 8. Product: [I-:1].[CH2:2]([N+:13]1[CH:14]=[CH:15][C:10]([N:5]2[CH2:9][CH2:8][CH2:7][CH2:6]2)=[CH:11][CH:12]=1)[CH2:3][CH3:4]. Reactant: [I:1][CH2:2][CH2:3][CH3:4].[N:5]1([C:10]2[CH:15]=[CH:14][N:13]=[CH:12][CH:11]=2)[CH2:9][CH2:8][CH2:7][CH2:6]1. (2) Reactant: C(OC([N:8]1[CH2:13][CH2:12][CH2:11][CH:10]([C:14]2[CH:19]=[C:18]([O:20][CH3:21])[CH:17]=[C:16]([O:22][CH3:23])[CH:15]=2)[CH2:9]1)=O)(C)(C)C.ClCCl.FC(F)(F)C(O)=O. Product: [CH3:23][O:22][C:16]1[CH:15]=[C:14]([CH:10]2[CH2:11][CH2:12][CH2:13][NH:8][CH2:9]2)[CH:19]=[C:18]([O:20][CH3:21])[CH:17]=1. The catalyst class is: 4.